Dataset: Forward reaction prediction with 1.9M reactions from USPTO patents (1976-2016). Task: Predict the product of the given reaction. (1) Given the reactants [F:1][C:2]1[CH:7]=[CH:6][CH:5]=[CH:4][N:3]=1.[Li+].CC([N-]C(C)C)C.[O:16]=[C:17](N1C=CN=C1)[C:18]([O:20][C:21]([CH3:24])([CH3:23])[CH3:22])=[O:19].[NH4+].[Cl-], predict the reaction product. The product is: [F:1][C:2]1[C:7]([C:17](=[O:16])[C:18]([O:20][C:21]([CH3:24])([CH3:23])[CH3:22])=[O:19])=[CH:6][CH:5]=[CH:4][N:3]=1. (2) Given the reactants O.Cl.[N:3]1[C:16]2[C:7](=[CH:8][CH:9]=[C:10]3[C:15]=2[N:14]=[CH:13][CH:12]=[CH:11]3)[CH:6]=[CH:5][CH:4]=1.[Br:17]Br.[N+](C1C=CC=CC=1)([O-])=O, predict the reaction product. The product is: [Br:17][C:5]1[CH:4]=[N:3][C:16]2[C:7]([CH:6]=1)=[CH:8][CH:9]=[C:10]1[C:15]=2[N:14]=[CH:13][CH:12]=[CH:11]1.